Dataset: Full USPTO retrosynthesis dataset with 1.9M reactions from patents (1976-2016). Task: Predict the reactants needed to synthesize the given product. (1) Given the product [OH:47][C:19]1[C:20](=[O:32])[N:21]([C:22]2[CH:27]=[CH:26][C:3]([C:2]([F:7])([F:6])[F:1])=[CH:24][CH:23]=2)[CH:17]([C:13]2[CH:14]=[CH:15][CH:16]=[C:11]([O:10][C:9]([F:8])([F:45])[F:44])[CH:12]=2)[CH:18]=1, predict the reactants needed to synthesize it. The reactants are: [F:1][C:2]([F:7])([F:6])[C:3](O)=O.[F:8][C:9]([F:45])([F:44])[O:10][C:11]1[CH:12]=[C:13]([CH:17]2[N:21]([C:22]3[CH:27]=[CH:26]C(C(F)(F)F)=[CH:24][CH:23]=3)[C:20](=[O:32])[C:19](NC3C=CC(C(F)(F)F)=CC=3)=[CH:18]2)[CH:14]=[CH:15][CH:16]=1.C[O:47]C1CCC(OC)O1. (2) Given the product [CH3:35][C:34]1[CH:10]=[CH:11][C:12]([C:13]([NH:15][C:16]2[CH:21]=[C:20]([C:22]([F:25])([F:24])[F:23])[CH:19]=[C:18]([N:26]3[CH:30]=[C:29]([CH3:31])[N:28]=[CH:27]3)[CH:17]=2)=[O:14])=[CH:32][C:33]=1[C:2]#[C:1][C:3]1[CH:4]=[N:5][CH:6]=[CH:7][CH:8]=1, predict the reactants needed to synthesize it. The reactants are: [C:1]([C:3]1[CH:4]=[N:5][CH:6]=[CH:7][CH:8]=1)#[CH:2].I[C:10]1[CH:11]=[C:12]([CH:32]=[CH:33][C:34]=1[CH3:35])[C:13]([NH:15][C:16]1[CH:21]=[C:20]([C:22]([F:25])([F:24])[F:23])[CH:19]=[C:18]([N:26]2[CH:30]=[C:29]([CH3:31])[N:28]=[CH:27]2)[CH:17]=1)=[O:14].